From a dataset of Forward reaction prediction with 1.9M reactions from USPTO patents (1976-2016). Predict the product of the given reaction. (1) Given the reactants ClC1C([N:8]2[C:12]([C:13]#N)=[C:11]([C:15]([F:18])([F:17])[F:16])[C:10]([C:19]([F:25])([F:24])[C:20]([F:23])([F:22])[F:21])=[N:9]2)=NC=CC=1.[OH-:26].[Na+].C[OH:29], predict the reaction product. The product is: [F:24][C:19]([F:25])([C:10]1[C:11]([C:15]([F:18])([F:17])[F:16])=[C:12]([C:13]([OH:29])=[O:26])[NH:8][N:9]=1)[C:20]([F:23])([F:22])[F:21]. (2) Given the reactants Br[CH2:2][CH:3]([O:7][CH2:8][CH3:9])[O:4][CH2:5][CH3:6].[C:10]([CH2:12][C:13]([O:15][CH2:16][CH3:17])=[O:14])#[N:11].C([O-])([O-])=O.[K+].[K+].[Na+].[I-], predict the reaction product. The product is: [C:10]([CH:12]([CH2:2][CH:3]([O:7][CH2:8][CH3:9])[O:4][CH2:5][CH3:6])[C:13]([O:15][CH2:16][CH3:17])=[O:14])#[N:11]. (3) Given the reactants [CH3:1][O:2][C:3]1[CH:4]=[C:5]([CH:11]=[C:12]([O:15][CH3:16])[C:13]=1[OH:14])[CH:6]=[CH:7][C:8]([OH:10])=[O:9].N1C=CN=C1.[Si:22](Cl)([C:25]([CH3:28])([CH3:27])[CH3:26])([CH3:24])[CH3:23], predict the reaction product. The product is: [CH3:16][O:15][C:12]1[CH:11]=[C:5]([CH:4]=[C:3]([O:2][CH3:1])[C:13]=1[O:14][Si:22]([C:25]([CH3:28])([CH3:27])[CH3:26])([CH3:24])[CH3:23])/[CH:6]=[CH:7]/[C:8]([OH:10])=[O:9]. (4) Given the reactants [CH2:1]([CH:3]([C:6]1[C:10]([CH2:11][CH2:12][CH2:13][OH:14])=[CH:9][N:8]([C:15]2[CH:20]=[CH:19][C:18]([C:21]([F:24])([F:23])[F:22])=[CH:17][N:16]=2)[N:7]=1)[CH2:4][CH3:5])[CH3:2].[CH2:25]([N:27]1[CH:31]=[C:30]([CH2:32][C:33]([O:35]C)=[O:34])[C:29](O)=[N:28]1)[CH3:26].C(P(CCCC)CCCC)CCC.N(C(N1CCCCC1)=O)=NC(N1CCCCC1)=O, predict the reaction product. The product is: [CH2:25]([N:27]1[CH:31]=[C:30]([CH2:32][C:33]([OH:35])=[O:34])[C:29]([O:14][CH2:13][CH2:12][CH2:11][C:10]2[C:6]([CH:3]([CH2:4][CH3:5])[CH2:1][CH3:2])=[N:7][N:8]([C:15]3[CH:20]=[CH:19][C:18]([C:21]([F:23])([F:24])[F:22])=[CH:17][N:16]=3)[CH:9]=2)=[N:28]1)[CH3:26]. (5) Given the reactants C1CCC(N=C=NC2CCCCC2)CC1.C1C=CC2N(O)N=NC=2C=1.CCN(CC)CC.Cl.[C:34]([O:38][C:39](=[O:47])[C@H:40]([CH2:42][CH2:43][C:44](=[O:46])[NH2:45])[NH2:41])([CH3:37])([CH3:36])[CH3:35].[C:48]([S:51][CH:52]([CH2:56][CH:57]([CH2:62][CH3:63])[CH2:58][CH2:59][CH2:60][CH3:61])[C:53](O)=[O:54])(=[O:50])[CH3:49], predict the reaction product. The product is: [C:48]([S:51][CH:52]([CH2:56][CH:57]([CH2:62][CH3:63])[CH2:58][CH2:59][CH2:60][CH3:61])[C:53]([NH:41][C@@H:40]([CH2:42][CH2:43][C:44]([NH2:45])=[O:46])[C:39]([O:38][C:34]([CH3:37])([CH3:35])[CH3:36])=[O:47])=[O:54])(=[O:50])[CH3:49]. (6) Given the reactants [C:1]([O:5][C:6]([N:8]1[CH2:13][CH2:12][CH:11]([NH:14][C:15]2[N:20]=[CH:19][C:18](Br)=[CH:17][N:16]=2)[CH2:10][CH2:9]1)=[O:7])([CH3:4])([CH3:3])[CH3:2].CC1(C)C(C)(C)OB([C:30]2[CH:38]=[CH:37][C:33]([C:34]([NH2:36])=[O:35])=[CH:32][CH:31]=2)O1.C(=O)([O-])[O-].[Na+].[Na+], predict the reaction product. The product is: [C:1]([O:5][C:6]([N:8]1[CH2:13][CH2:12][CH:11]([NH:14][C:15]2[N:20]=[CH:19][C:18]([C:30]3[CH:38]=[CH:37][C:33]([C:34](=[O:35])[NH2:36])=[CH:32][CH:31]=3)=[CH:17][N:16]=2)[CH2:10][CH2:9]1)=[O:7])([CH3:4])([CH3:3])[CH3:2]. (7) Given the reactants [Cl:1][C:2]1[CH:7]=[CH:6][C:5]([C:8]2[C:9]([C:14]#[N:15])=[N:10][CH:11]=[N:12][CH:13]=2)=[CH:4][CH:3]=1.[F:16][C:17]1[CH:18]=[C:19]([CH:23]=[C:24]([F:26])[CH:25]=1)[CH2:20][Mg]Br.CC(O)CC.[BH4-].[Na+], predict the reaction product. The product is: [Cl:1][C:2]1[CH:3]=[CH:4][C:5]([C:8]2[C:9]([C:14](=[NH:15])[CH2:20][C:19]3[CH:18]=[C:17]([F:16])[CH:25]=[C:24]([F:26])[CH:23]=3)=[N:10][CH:11]=[N:12][CH:13]=2)=[CH:6][CH:7]=1. (8) Given the reactants C(Cl)(=O)C(Cl)=O.[CH3:7][O:8][C@H:9]1[C@@H:13]2[O:14][C:15]([CH3:18])([CH3:17])[O:16][C@H:12]2[C@@H:11]([C:19]([OH:21])=O)[O:10]1.[CH2:22]([NH2:24])[CH3:23].O1CCCC1, predict the reaction product. The product is: [CH2:22]([NH:24][C:19]([C@@H:11]1[C@H:12]2[C@@H:13]([O:14][C:15]([CH3:17])([CH3:18])[O:16]2)[C@H:9]([O:8][CH3:7])[O:10]1)=[O:21])[CH3:23]. (9) Given the reactants [Cl:1][C:2]1[C:7]([CH2:8][C:9]2[CH:14]=[CH:13][C:12]([CH2:15][CH3:16])=[CH:11][CH:10]=2)=[CH:6][C:5]([CH:17]2[C@H:22]([O:23][CH2:24][C:25]3[CH:30]=[CH:29][CH:28]=[CH:27][CH:26]=3)[C@@H:21]([O:31][CH2:32][C:33]3[CH:38]=[CH:37][CH:36]=[CH:35][CH:34]=3)[C@H:20]([O:39][CH2:40][C:41]3[CH:46]=[CH:45][CH:44]=[CH:43][CH:42]=3)[C@@H:19]([CH2:47][O:48][CH2:49][C:50]3[CH:55]=[CH:54][CH:53]=[CH:52][CH:51]=3)[O:18]2)=[C:4]([CH:56]=[CH2:57])[C:3]=1[OH:58].[CH2:59](Br)[CH:60]=[CH2:61].C([O-])([O-])=O.[K+].[K+], predict the reaction product. The product is: [CH2:61]([O:58][C:3]1[C:4]([CH:56]=[CH2:57])=[C:5]([CH:17]2[C@H:22]([O:23][CH2:24][C:25]3[CH:30]=[CH:29][CH:28]=[CH:27][CH:26]=3)[C@@H:21]([O:31][CH2:32][C:33]3[CH:38]=[CH:37][CH:36]=[CH:35][CH:34]=3)[C@H:20]([O:39][CH2:40][C:41]3[CH:42]=[CH:43][CH:44]=[CH:45][CH:46]=3)[C@@H:19]([CH2:47][O:48][CH2:49][C:50]3[CH:51]=[CH:52][CH:53]=[CH:54][CH:55]=3)[O:18]2)[CH:6]=[C:7]([CH2:8][C:9]2[CH:10]=[CH:11][C:12]([CH2:15][CH3:16])=[CH:13][CH:14]=2)[C:2]=1[Cl:1])[CH:60]=[CH2:59]. (10) Given the reactants [CH:1]1[C:2]([CH2:10][C@@H:11]([NH2:28])[CH2:12][C:13]([N:15]2[CH2:27][C:19]3=[N:20][N:21]=[C:22]([C:23]([F:26])([F:25])[F:24])[N:18]3[CH2:17][CH2:16]2)=[O:14])=[C:3]([F:9])[CH:4]=[C:5]([F:8])[C:6]=1[F:7].[OH:29][C@@H:30]([CH2:47][C:48]1[CH:53]=[C:52]([F:54])[C:51]([F:55])=[CH:50][C:49]=1[F:56])[CH2:31][C:32]([N:34]1[CH2:39][CH2:38][N:37]2[C:40]([C:43]([F:46])([F:45])[F:44])=[N:41][N:42]=[C:36]2[CH2:35]1)=[O:33].CS(O[C@@H](CC1C=C(F)C(F)=CC=1F)CC(N1CCN2C(C(F)(F)F)=NN=C2C1)=O)(=O)=O.CS(Cl)(=O)=O.N([C@H](CC1C=C(F)C(F)=CC=1F)CC(N1CCN2C(C(F)(F)F)=NN=C2C1)=O)=[N+]=[N-].[N-]=[N+]=[N-].[Na+].[BH4-].[Na+], predict the reaction product. The product is: [O:14]=[C:13]([N:15]1[CH2:16][CH2:17][N:18]2[C:22]([C:23]([F:26])([F:25])[F:24])=[N:21][N:20]=[C:19]2[CH2:27]1)[CH2:12][C@@H:11]([NH2:28])[CH2:10][C:2]1[CH:1]=[C:6]([F:7])[C:5]([F:8])=[CH:4][C:3]=1[F:9].[OH:29][C@H:30]([CH2:47][C:48]1[CH:53]=[C:52]([F:54])[C:51]([F:55])=[CH:50][C:49]=1[F:56])[CH2:31][C:32]([N:34]1[CH2:39][CH2:38][N:37]2[C:40]([C:43]([F:46])([F:45])[F:44])=[N:41][N:42]=[C:36]2[CH2:35]1)=[O:33].